This data is from Reaction yield outcomes from USPTO patents with 853,638 reactions. The task is: Predict the reaction yield, written as a fraction of the theoretical maximum amount of product (1.0 means a 100% yield; for example, 0.34 means a 34% yield). (1) The catalyst is C(#N)C. The yield is 0.690. The reactants are [O:1]([C:4]1[C:5]([N:10]2[CH2:15][CH2:14][N:13]([CH3:16])[CH2:12][CH2:11]2)=[N:6][CH:7]=[CH:8][CH:9]=1)[CH2:2]C.C1C(=O)N([Br:24])C(=O)C1. The product is [Br:24][C:8]1[CH:9]=[C:4]([O:1][CH3:2])[C:5]([N:10]2[CH2:15][CH2:14][N:13]([CH3:16])[CH2:12][CH2:11]2)=[N:6][CH:7]=1. (2) The reactants are Br[C:2]1[C:11]2C(=C([N+]([O-])=[O:13])C=C[CH:10]=2)[CH:5]=[C:4](OC)[C:3]=1OC.C(C1C=CC(B(O)O)=CC=1)(C)(C)C.C([O-])([O-])=O.[Na+].[Na+].[O:38]1[CH2:43][CH2:42]O[CH2:40][CH2:39]1. The catalyst is CCOC(C)=O.C1C=CC([P]([Pd]([P](C2C=CC=CC=2)(C2C=CC=CC=2)C2C=CC=CC=2)([P](C2C=CC=CC=2)(C2C=CC=CC=2)C2C=CC=CC=2)[P](C2C=CC=CC=2)(C2C=CC=CC=2)C2C=CC=CC=2)(C2C=CC=CC=2)C2C=CC=CC=2)=CC=1.O. The product is [CH3:40][CH2:39][O:38][C:43]([CH3:42])=[O:13].[CH3:10][CH2:11][CH2:2][CH2:3][CH2:4][CH3:5]. The yield is 0.990. (3) The reactants are [CH3:1][NH:2]N.Cl.[CH2:5]([O:7][C:8](=[O:21])[C:9](=[CH:17][N:18](C)C)[C:10](=O)[C:11]([O:13][CH2:14][CH3:15])=[O:12])[CH3:6]. The catalyst is C(O)C. The product is [CH2:14]([O:13][C:11]([C:10]1[N:2]([CH3:1])[N:18]=[CH:17][C:9]=1[C:8]([O:7][CH2:5][CH3:6])=[O:21])=[O:12])[CH3:15]. The yield is 0.360. (4) The reactants are [CH3:1][NH:2][CH2:3][C:4]1[C:12]2[C:7](=[CH:8][CH:9]=[CH:10][CH:11]=2)[N:6]([CH3:13])[CH:5]=1.CNCC1C=CC2C(=CC=CC=2)C=1CCC.[O:30]=[C:31]1[NH:36][C:35]2[N:37]=[CH:38][C:39](/[CH:41]=[CH:42]/[C:43]([OH:45])=O)=[CH:40][C:34]=2[C:33](=[O:46])[NH:32]1.Cl.CN1CC2C=C(/C=C/C(O)=O)C=NC=2NC(=O)C1. No catalyst specified. The product is [O:30]=[C:31]1[NH:36][C:35]2[N:37]=[CH:38][C:39](/[CH:41]=[CH:42]/[C:43]([N:2]([CH3:1])[CH2:3][C:4]3[C:12]4[C:7](=[CH:8][CH:9]=[CH:10][CH:11]=4)[N:6]([CH3:13])[CH:5]=3)=[O:45])=[CH:40][C:34]=2[C:33](=[O:46])[NH:32]1. The yield is 0.340. (5) The reactants are I[C:2]1[C:3]([NH2:17])=[N:4][C:5](=[O:16])[N:6]([CH:15]=1)[C@@H:7]1[O:14][C@H:11]([CH2:12][OH:13])[C@@H:9]([OH:10])[CH2:8]1.C(N(CC)CC)C.[F:25][C:26]([F:34])([F:33])[C:27]([NH:29][CH2:30][C:31]#[CH:32])=[O:28].N(CO[C@@H]1[C@@H](CO)O[C@@H](N2C=C(C#CCNC(=O)C(F)(F)F)C(=O)NC2=O)C1)=[N+]=[N-].C(=O)(O)[O-]. The catalyst is CN(C=O)C.[Cu]I. The product is [F:25][C:26]([F:34])([F:33])[C:27]([NH:29][CH2:30][C:31]#[C:32][C:2]1[C:3]([NH2:17])=[N:4][C:5](=[O:16])[N:6]([CH:15]=1)[C@@H:7]1[O:14][C@H:11]([CH2:12][OH:13])[C@@H:9]([OH:10])[CH2:8]1)=[O:28]. The yield is 1.00. (6) The reactants are [CH3:1][O:2][N:3]([CH3:21])[C:4]([C@H:6]1[CH2:11][CH2:10][C@@H:9]([C:12](=[O:20])[C:13]2[CH:18]=[CH:17][C:16]([Cl:19])=[CH:15][CH:14]=2)[CH2:8][CH2:7]1)=[O:5].[CH2:22]([O:24]C(OCC)OCC)[CH3:23].C(O)CO. The catalyst is C1(C)C=CC=CC=1.O.C1(C)C(S(O)(=O)=O)=CC=CC=1. The product is [CH3:1][O:2][N:3]([CH3:21])[C:4]([C@H:6]1[CH2:7][CH2:8][C@@H:9]([C:12]2([C:13]3[CH:18]=[CH:17][C:16]([Cl:19])=[CH:15][CH:14]=3)[O:24][CH2:22][CH2:23][O:20]2)[CH2:10][CH2:11]1)=[O:5]. The yield is 0.740. (7) The reactants are [Cl:1][C:2]1[C:3](C(N)=O)=[N:4][CH:5]=[CH:6][C:7]=1[O:8][C:9]1[CH:14]=[CH:13][C:12]([NH:15][C:16]([C:18]2[C:19](=[O:34])[N:20]([C:27]3[CH:32]=[CH:31][C:30]([F:33])=[CH:29][CH:28]=3)[CH:21]=[CH:22][C:23]=2OCC)=[O:17])=[CH:11][C:10]=1[F:35].O.[C:40]([OH:43])(=O)[CH3:41].C(O)(=O)C.IC1C=CC=CC=1.CC#[N:57]. The catalyst is CCOC(C)=O. The product is [NH2:57][C:3]1[C:2]([Cl:1])=[C:7]([O:8][C:9]2[CH:14]=[CH:13][C:12]([NH:15][C:16]([C:18]3[C:19](=[O:34])[N:20]([C:27]4[CH:28]=[CH:29][C:30]([F:33])=[CH:31][CH:32]=4)[CH:21]=[CH:22][C:23]=3[O:43][CH2:40][CH3:41])=[O:17])=[CH:11][C:10]=2[F:35])[CH:6]=[CH:5][N:4]=1. The yield is 0.740.